Dataset: Peptide-MHC class II binding affinity with 134,281 pairs from IEDB. Task: Regression. Given a peptide amino acid sequence and an MHC pseudo amino acid sequence, predict their binding affinity value. This is MHC class II binding data. (1) The peptide sequence is DDVLAILPIEDLKAL. The MHC is DRB1_0101 with pseudo-sequence DRB1_0101. The binding affinity (normalized) is 0.517. (2) The peptide sequence is VKVLCPYMPKVIEKMELL. The MHC is DRB5_0101 with pseudo-sequence DRB5_0101. The binding affinity (normalized) is 0.0710. (3) The peptide sequence is YDKFHANVSTVLTGK. The MHC is DRB1_0701 with pseudo-sequence DRB1_0701. The binding affinity (normalized) is 0.662. (4) The binding affinity (normalized) is 0.267. The peptide sequence is AALAAAAGVPPADKY. The MHC is DRB1_1302 with pseudo-sequence DRB1_1302. (5) The peptide sequence is SIAQHLVSDRPIMRY. The MHC is DRB1_0401 with pseudo-sequence DRB1_0401. The binding affinity (normalized) is 0.742. (6) The binding affinity (normalized) is 0.246. The MHC is DRB1_0101 with pseudo-sequence DRB1_0101. The peptide sequence is RMVLIEGLKLLSRCI. (7) The peptide sequence is ILPNTLVLDFCDDAL. The MHC is DRB1_0401 with pseudo-sequence DRB1_0401. The binding affinity (normalized) is 0.355. (8) The peptide sequence is LECFVRSTPASFEKK. The MHC is DRB1_0301 with pseudo-sequence DRB1_0301. The binding affinity (normalized) is 0.779.